Dataset: Forward reaction prediction with 1.9M reactions from USPTO patents (1976-2016). Task: Predict the product of the given reaction. (1) Given the reactants [CH3:1][O:2][C:3](=[O:18])[C:4]1[CH:9]=[CH:8][C:7]([O:10][C:11]2[N:16]=[CH:15][C:14](Br)=[CH:13][N:12]=2)=[CH:6][CH:5]=1.[Li+].[Cl-].[CH2:21]([Sn](CCCC)(CCCC)C=C)[CH2:22]CC, predict the reaction product. The product is: [CH3:1][O:2][C:3](=[O:18])[C:4]1[CH:9]=[CH:8][C:7]([O:10][C:11]2[N:16]=[CH:15][C:14]([CH:21]=[CH2:22])=[CH:13][N:12]=2)=[CH:6][CH:5]=1. (2) Given the reactants CC(C)([O-])C.[K+].Cl[C:8]1[N:16]=[C:15]2[C:11]([N:12]=[CH:13][N:14]2[CH:17]2[CH2:22][CH2:21][CH2:20][CH2:19][O:18]2)=[C:10]([NH2:23])[N:9]=1.[CH3:24][O:25][CH2:26][CH2:27][OH:28], predict the reaction product. The product is: [CH3:24][O:25][CH2:26][CH2:27][O:28][C:8]1[N:16]=[C:15]2[C:11]([N:12]=[CH:13][N:14]2[CH:17]2[CH2:22][CH2:21][CH2:20][CH2:19][O:18]2)=[C:10]([NH2:23])[N:9]=1.